From a dataset of Forward reaction prediction with 1.9M reactions from USPTO patents (1976-2016). Predict the product of the given reaction. (1) Given the reactants C([N:4]1[C:8]2[C:9]([Br:13])=[CH:10][CH:11]=[CH:12][C:7]=2[N:6]([CH2:14][C:15]([O:17][CH2:18][CH3:19])=[O:16])[C:5]1=[O:20])(=O)C.Cl, predict the reaction product. The product is: [Br:13][C:9]1[C:8]2[NH:4][C:5](=[O:20])[N:6]([CH2:14][C:15]([O:17][CH2:18][CH3:19])=[O:16])[C:7]=2[CH:12]=[CH:11][CH:10]=1. (2) Given the reactants F[C:2]1[CH:7]=[CH:6][C:5]([S:8]([NH2:11])(=[O:10])=[O:9])=[CH:4][C:3]=1[S:12]([C:15]([F:18])([F:17])[F:16])(=[O:14])=[O:13].[CH3:19][N:20]([CH3:33])[CH2:21][CH2:22][C@@H:23]([NH2:32])[CH2:24][S:25][C:26]1[CH:31]=[CH:30][CH:29]=[CH:28][CH:27]=1.CCN(C(C)C)C(C)C, predict the reaction product. The product is: [CH3:33][N:20]([CH3:19])[CH2:21][CH2:22][C@@H:23]([NH:32][C:2]1[CH:7]=[CH:6][C:5]([S:8]([NH2:11])(=[O:10])=[O:9])=[CH:4][C:3]=1[S:12]([C:15]([F:18])([F:17])[F:16])(=[O:14])=[O:13])[CH2:24][S:25][C:26]1[CH:27]=[CH:28][CH:29]=[CH:30][CH:31]=1. (3) Given the reactants O[N:2]1[C:6]2[CH:7]=[CH:8][CH:9]=[CH:10][C:5]=2N=[N:3]1.[CH:11]([N:14]([CH:17]([CH3:19])[CH3:18])[CH2:15][CH3:16])([CH3:13])C.[CH2:20]([O:27][C:28]1[CH:33]=[CH:32][C:31]([CH2:34]C(O)=O)=[CH:30][CH:29]=1)[C:21]1[CH:26]=[CH:25][CH:24]=[CH:23][CH:22]=1.C1CCC(N=C=NC2CCCCC2)CC1.[CH3:53][N:54]([CH:56]=[O:57])C, predict the reaction product. The product is: [CH2:20]([O:27][C:28]1[CH:29]=[CH:30][C:31]([CH2:34][C:56]([NH:54][C:53]2[CH:9]=[CH:8][CH:7]=[C:6]3[C:5]=2[CH:10]=[N:3][N:2]3[CH2:16][CH2:15][N:14]2[CH2:11][CH2:13][CH2:19][C@H:17]2[CH3:18])=[O:57])=[CH:32][CH:33]=1)[C:21]1[CH:22]=[CH:23][CH:24]=[CH:25][CH:26]=1. (4) Given the reactants [F:1][C:2]([F:35])([F:34])[C:3]1[CH:4]=[C:5]([C@H:13]2[O:17][C:16](=[O:18])[N:15]([CH2:19][C:20]3[C:25](Br)=[CH:24][N:23]=[C:22]([N:27]4[CH2:30][C:29]([F:32])([F:31])[CH2:28]4)[N:21]=3)[C@H:14]2[CH3:33])[CH:6]=[C:7]([C:9]([F:12])([F:11])[F:10])[CH:8]=1.[CH3:36][O:37][C:38]1[N:43]=[CH:42][C:41]([C:44]2[CH:56]=[CH:55][C:47]([C:48]([O:50][C:51]([CH3:54])([CH3:53])[CH3:52])=[O:49])=[CH:46][C:45]=2[CH3:57])=[CH:40][C:39]=1B1OC(C)(C)C(C)(C)O1.C(=O)([O-])[O-].[K+].[K+].O, predict the reaction product. The product is: [F:1][C:2]([F:35])([F:34])[C:3]1[CH:4]=[C:5]([C@H:13]2[O:17][C:16](=[O:18])[N:15]([CH2:19][C:20]3[C:25]([C:39]4[CH:40]=[C:41]([C:44]5[CH:56]=[CH:55][C:47]([C:48]([O:50][C:51]([CH3:53])([CH3:54])[CH3:52])=[O:49])=[CH:46][C:45]=5[CH3:57])[CH:42]=[N:43][C:38]=4[O:37][CH3:36])=[CH:24][N:23]=[C:22]([N:27]4[CH2:30][C:29]([F:32])([F:31])[CH2:28]4)[N:21]=3)[C@H:14]2[CH3:33])[CH:6]=[C:7]([C:9]([F:12])([F:11])[F:10])[CH:8]=1. (5) Given the reactants [S-2].[Na+].[Na+].C[Si](Cl)(C)C.C[O:10][C:11]1[N:16]=[CH:15][C:14]([C:17]2[CH:18]=[C:19]([CH:44]=[CH:45][CH:46]=2)[C:20]([NH:22][C:23]2[N:24]=[N:25][C:26]([N:29]3[C:33]([C:34]([F:37])([F:36])[F:35])=[CH:32][C:31]([C:38]4[CH:39]=[N:40][CH:41]=[CH:42][CH:43]=4)=[N:30]3)=[CH:27][CH:28]=2)=[O:21])=[CH:13][CH:12]=1, predict the reaction product. The product is: [O:10]=[C:11]1[NH:16][CH:15]=[C:14]([C:17]2[CH:18]=[C:19]([CH:44]=[CH:45][CH:46]=2)[C:20]([NH:22][C:23]2[N:24]=[N:25][C:26]([N:29]3[C:33]([C:34]([F:36])([F:35])[F:37])=[CH:32][C:31]([C:38]4[CH:39]=[N:40][CH:41]=[CH:42][CH:43]=4)=[N:30]3)=[CH:27][CH:28]=2)=[O:21])[CH:13]=[CH:12]1. (6) Given the reactants Cl.[CH3:2][O:3][C:4]1[C:9]([CH2:10][NH2:11])=[CH:8][CH:7]=[C:6]([O:12][CH2:13][C:14]([F:17])([F:16])[F:15])[N:5]=1.[CH3:18][O:19][C:20]([C:22]1[CH:23]=[C:24]([CH:28]=[C:29]([CH3:31])[N:30]=1)[C:25](O)=[O:26])=[O:21], predict the reaction product. The product is: [CH3:2][O:3][C:4]1[C:9]([CH2:10][NH:11][C:25]([C:24]2[CH:28]=[C:29]([CH3:31])[N:30]=[C:22]([C:20]([O:19][CH3:18])=[O:21])[CH:23]=2)=[O:26])=[CH:8][CH:7]=[C:6]([O:12][CH2:13][C:14]([F:17])([F:15])[F:16])[N:5]=1. (7) The product is: [CH3:35][O:36][C:16]([CH:13]1[CH2:14][CH2:15][N:11]([C:9]([O:8][CH2:1][C:2]2[CH:3]=[CH:4][CH:5]=[CH:6][CH:7]=2)=[O:10])[NH:12]1)=[O:17]. Given the reactants [CH2:1]([O:8][C:9]([N:11]1[CH2:15][CH2:14][CH:13]([C:16](N2C3CC4C(C)(C)C3(CC4)CS2(=O)=O)=[O:17])[NH:12]1)=[O:10])[C:2]1[CH:7]=[CH:6][CH:5]=[CH:4][CH:3]=1.C(Cl)Cl.[CH3:35][OH:36].C[O-].[Mg+2].C[O-], predict the reaction product.